This data is from Reaction yield outcomes from USPTO patents with 853,638 reactions. The task is: Predict the reaction yield, written as a fraction of the theoretical maximum amount of product (1.0 means a 100% yield; for example, 0.34 means a 34% yield). (1) The reactants are Br[C:2]1[CH:19]=[CH:18][C:17]([O:20][CH3:21])=[CH:16][C:3]=1[CH2:4][O:5][Si:6]([CH:13]([CH3:15])[CH3:14])([CH:10]([CH3:12])[CH3:11])[CH:7]([CH3:9])[CH3:8].[Li]CCCC.[B:27](OC(C)C)([O:32]C(C)C)[O:28]C(C)C.Cl. The catalyst is C1COCC1. The yield is 0.640. The product is [CH3:21][O:20][C:17]1[CH:18]=[CH:19][C:2]([B:27]([OH:32])[OH:28])=[C:3]([CH2:4][O:5][Si:6]([CH:13]([CH3:15])[CH3:14])([CH:10]([CH3:12])[CH3:11])[CH:7]([CH3:9])[CH3:8])[CH:16]=1. (2) The reactants are [CH3:1][C:2]1[O:6][N:5]=[C:4]([C:7]2[CH:12]=[CH:11][CH:10]=[CH:9][CH:8]=2)[C:3]=1[C:13]([NH:15][NH2:16])=[O:14].[CH3:17][O:18][C:19]1[CH:27]=[CH:26][CH:25]=[CH:24][C:20]=1[C:21](O)=O. No catalyst specified. The product is [CH3:17][O:18][C:19]1[CH:27]=[CH:26][CH:25]=[CH:24][C:20]=1[C:21]1[O:14][C:13]([C:3]2[C:4]([C:7]3[CH:12]=[CH:11][CH:10]=[CH:9][CH:8]=3)=[N:5][O:6][C:2]=2[CH3:1])=[N:15][N:16]=1. The yield is 0.550. (3) The catalyst is C(Cl)Cl. The yield is 0.810. The product is [CH2:38]([O:37][C:35]([NH:1][CH:2]([C:4]1[C:5]([O:23][CH3:24])=[C:6]([CH:12]2[CH2:15][N:14]([C:16]([O:18][C:19]([CH3:20])([CH3:22])[CH3:21])=[O:17])[CH2:13]2)[C:7]([Cl:11])=[C:8]([Cl:10])[CH:9]=1)[CH3:3])=[O:36])[C:39]1[CH:44]=[CH:43][CH:42]=[CH:41][CH:40]=1. The reactants are [NH2:1][CH:2]([C:4]1[C:5]([O:23][CH3:24])=[C:6]([CH:12]2[CH2:15][N:14]([C:16]([O:18][C:19]([CH3:22])([CH3:21])[CH3:20])=[O:17])[CH2:13]2)[C:7]([Cl:11])=[C:8]([Cl:10])[CH:9]=1)[CH3:3].CCN(C(C)C)C(C)C.Cl[C:35]([O:37][CH2:38][C:39]1[CH:44]=[CH:43][CH:42]=[CH:41][CH:40]=1)=[O:36].